Task: Predict which catalyst facilitates the given reaction.. Dataset: Catalyst prediction with 721,799 reactions and 888 catalyst types from USPTO (1) The catalyst class is: 7. Product: [C:29]1([S:26]([N:14]2[C:11]3=[N:12][CH:13]=[C:8]([NH:7][C:6]([O:5][C:1]([CH3:4])([CH3:2])[CH3:3])=[O:35])[CH:9]=[C:10]3[CH:16]=[C:15]2[C:17]([O:25][S:52]([C:49]2[CH:50]=[CH:51][C:46]([CH3:66])=[CH:47][CH:48]=2)(=[O:54])=[O:53])=[CH:18][CH:19]2[CH2:20][CH2:21][O:22][CH2:23][CH2:24]2)(=[O:27])=[O:28])[CH:34]=[CH:33][CH:32]=[CH:31][CH:30]=1. Reactant: [C:1]([O:5][C:6](=[O:35])[NH:7][C:8]1[CH:9]=[C:10]2[CH:16]=[C:15]([C:17](=[O:25])[CH2:18][CH:19]3[CH2:24][CH2:23][O:22][CH2:21][CH2:20]3)[N:14]([S:26]([C:29]3[CH:34]=[CH:33][CH:32]=[CH:31][CH:30]=3)(=[O:28])=[O:27])[C:11]2=[N:12][CH:13]=1)([CH3:4])([CH3:3])[CH3:2].C[Si]([N-][Si](C)(C)C)(C)C.[Li+].[C:46]1([CH3:66])[CH:51]=[CH:50][C:49]([S:52](O[S:52]([C:49]2[CH:50]=[CH:51][C:46]([CH3:66])=[CH:47][CH:48]=2)(=[O:54])=[O:53])(=[O:54])=[O:53])=[CH:48][CH:47]=1. (2) Reactant: CCN(C(C)C)C(C)C.[OH:10][C:11]1[CH:12]=[C:13]([C:17]2[NH:21][N:20]=[C:19]([C:22]([OH:24])=O)[CH:18]=2)[CH:14]=[CH:15][CH:16]=1.C1C=CC2N(O)N=NC=2C=1.CCN=C=NCCCN(C)C.Cl.Cl.[NH2:48][CH2:49][C:50]([N:52]1[CH2:57][CH2:56][CH:55]([O:58][C:59]2[CH:64]=[CH:63][CH:62]=[C:61]([C:65]([F:68])([F:67])[F:66])[CH:60]=2)[CH2:54][CH2:53]1)=[O:51]. Product: [O:51]=[C:50]([N:52]1[CH2:53][CH2:54][CH:55]([O:58][C:59]2[CH:64]=[CH:63][CH:62]=[C:61]([C:65]([F:68])([F:66])[F:67])[CH:60]=2)[CH2:56][CH2:57]1)[CH2:49][NH:48][C:22]([C:19]1[CH:18]=[C:17]([C:13]2[CH:14]=[CH:15][CH:16]=[C:11]([OH:10])[CH:12]=2)[NH:21][N:20]=1)=[O:24]. The catalyst class is: 18. (3) Reactant: [CH:1]1([C:4]2[S:5][CH:6]=[C:7]([CH3:9])[N:8]=2)[CH2:3][CH2:2]1.[Br:10]N1C(=O)CCC1=O.C(#N)C. Product: [Br:10][C:6]1[S:5][C:4]([CH:1]2[CH2:3][CH2:2]2)=[N:8][C:7]=1[CH3:9]. The catalyst class is: 6. (4) Reactant: [C:1]1(=O)[CH2:6][CH2:5][CH2:4][CH2:3][CH2:2]1.[CH2:8]([NH2:11])[CH2:9][NH2:10].C(O)(=O)C.C([BH3-])#N.[Na+]. Product: [CH:1]1([NH:10][CH2:9][CH2:8][NH2:11])[CH2:6][CH2:5][CH2:4][CH2:3][CH2:2]1. The catalyst class is: 5.